This data is from Peptide-MHC class I binding affinity with 185,985 pairs from IEDB/IMGT. The task is: Regression. Given a peptide amino acid sequence and an MHC pseudo amino acid sequence, predict their binding affinity value. This is MHC class I binding data. (1) The MHC is H-2-Dd with pseudo-sequence H-2-Dd. The binding affinity (normalized) is 0. The peptide sequence is LMYDIINSV. (2) The MHC is HLA-A02:02 with pseudo-sequence HLA-A02:02. The peptide sequence is FLHEMDVVSL. The binding affinity (normalized) is 0.852. (3) The peptide sequence is VQPPQLTLQV. The MHC is HLA-B58:01 with pseudo-sequence HLA-B58:01. The binding affinity (normalized) is 0. (4) The MHC is HLA-A30:01 with pseudo-sequence HLA-A30:01. The peptide sequence is RNKLSYRNK. The binding affinity (normalized) is 0.616. (5) The peptide sequence is TLTSCNTSV. The MHC is HLA-A68:02 with pseudo-sequence HLA-A68:02. The binding affinity (normalized) is 0.349. (6) The peptide sequence is VLNHYTPEY. The MHC is HLA-B27:03 with pseudo-sequence HLA-B27:03. The binding affinity (normalized) is 0.0847. (7) The MHC is HLA-A02:03 with pseudo-sequence HLA-A02:03. The peptide sequence is LMDCIMFDA. The binding affinity (normalized) is 0.336. (8) The peptide sequence is SARFSWLSL. The MHC is Patr-B0101 with pseudo-sequence Patr-B0101. The binding affinity (normalized) is 0.329. (9) The binding affinity (normalized) is 0. The MHC is HLA-B44:03 with pseudo-sequence HLA-B44:03. The peptide sequence is KEKAPDVGVL.